This data is from Full USPTO retrosynthesis dataset with 1.9M reactions from patents (1976-2016). The task is: Predict the reactants needed to synthesize the given product. (1) Given the product [CH2:1]([O:8][C:9]1[CH:14]=[CH:13][C:12]([O:15][CH2:16][C:17]2[CH:22]=[CH:21][CH:20]=[CH:19][CH:18]=2)=[CH:11][C:10]=1[O:29][C:26](=[O:28])[CH3:27])[C:2]1[CH:3]=[CH:4][CH:5]=[CH:6][CH:7]=1, predict the reactants needed to synthesize it. The reactants are: [CH2:1]([O:8][C:9]1[CH:14]=[CH:13][C:12]([O:15][CH2:16][C:17]2[CH:22]=[CH:21][CH:20]=[CH:19][CH:18]=2)=[CH:11][C:10]=1C(=O)C)[C:2]1[CH:7]=[CH:6][CH:5]=[CH:4][CH:3]=1.[C:26]([O:29]O)(=[O:28])[CH3:27]. (2) Given the product [Cl:1][C:2]1[CH:10]=[CH:9][C:8]([C:11]2[N:12]([C:22]([O:24][C:25]([CH3:28])([CH3:27])[CH3:26])=[O:23])[C:13]3[C:18]([CH:19]=2)=[CH:17][C:16]([CH2:20][NH:30][CH:31]2[CH2:36][CH2:35][NH:34][CH2:33][CH2:32]2)=[CH:15][CH:14]=3)=[C:7]2[C:3]=1[CH2:4][NH:5][C:6]2=[O:29], predict the reactants needed to synthesize it. The reactants are: [Cl:1][C:2]1[CH:10]=[CH:9][C:8]([C:11]2[N:12]([C:22]([O:24][C:25]([CH3:28])([CH3:27])[CH3:26])=[O:23])[C:13]3[C:18]([CH:19]=2)=[CH:17][C:16]([CH:20]=O)=[CH:15][CH:14]=3)=[C:7]2[C:3]=1[CH2:4][NH:5][C:6]2=[O:29].[NH2:30][CH:31]1[CH2:36][CH2:35][N:34](C(OC(C)(C)C)=O)[CH2:33][CH2:32]1.C(O)(=O)C.C(O[BH-](OC(=O)C)OC(=O)C)(=O)C.[Na+].C(=O)([O-])[O-].[Na+].[Na+]. (3) Given the product [C:1]([O:5][C:6](=[O:19])[NH:7][CH2:8][C:9]1[CH:14]=[C:13]([N+:15]([O-:17])=[O:16])[CH:12]=[CH:11][C:10]=1[C:20]#[N:21])([CH3:4])([CH3:3])[CH3:2], predict the reactants needed to synthesize it. The reactants are: [C:1]([O:5][C:6](=[O:19])[NH:7][CH2:8][C:9]1[CH:14]=[C:13]([N+:15]([O-:17])=[O:16])[CH:12]=[CH:11][C:10]=1Br)([CH3:4])([CH3:3])[CH3:2].[CH3:20][N:21](C=O)C.C(P(C(C)(C)C)C(C)(C)C)(C)(C)C.C(OCC)(=O)C. (4) The reactants are: [C:1]([O:5][C:6]([NH:8][C@@H:9]([CH2:17][CH2:18][C:19]([O:21][CH2:22][CH3:23])=[O:20])[C:10]([O:12][C:13]([CH3:16])([CH3:15])[CH3:14])=[O:11])=[O:7])([CH3:4])([CH3:3])[CH3:2].[C:24]([O:28][C:29](O[C:29]([O:28][C:24]([CH3:27])([CH3:26])[CH3:25])=[O:30])=[O:30])([CH3:27])([CH3:26])[CH3:25]. Given the product [C:1]([O:5][C:6]([N:8]([C:29]([O:28][C:24]([CH3:27])([CH3:26])[CH3:25])=[O:30])[C@@H:9]([CH2:17][CH2:18][C:19]([O:21][CH2:22][CH3:23])=[O:20])[C:10]([O:12][C:13]([CH3:14])([CH3:15])[CH3:16])=[O:11])=[O:7])([CH3:4])([CH3:2])[CH3:3], predict the reactants needed to synthesize it. (5) Given the product [Cl:6][C:7]1[CH:8]=[C:9]([CH:13]=[C:14]([F:17])[C:15]=1[F:16])[C:10]([O:12][CH2:20][C:19]#[CH:18])=[O:11], predict the reactants needed to synthesize it. The reactants are: CN(C=O)C.[Cl:6][C:7]1[CH:8]=[C:9]([CH:13]=[C:14]([F:17])[C:15]=1[F:16])[C:10]([OH:12])=[O:11].[CH2:18](Br)[C:19]#[CH:20].C(=O)([O-])[O-].[K+].[K+]. (6) The reactants are: [OH:1][CH:2]([CH2:8][C:9]([O:11][CH3:12])=[O:10])[CH2:3][C:4]([O:6][CH3:7])=[O:5].[C:13]([Si:17](Cl)([CH3:19])[CH3:18])([CH3:16])([CH3:15])[CH3:14].N1C=CN=C1.O. Given the product [CH3:12][O:11][C:9](=[O:10])[CH2:8][CH:2]([O:1][Si:17]([C:13]([CH3:16])([CH3:15])[CH3:14])([CH3:19])[CH3:18])[CH2:3][C:4]([O:6][CH3:7])=[O:5], predict the reactants needed to synthesize it. (7) Given the product [OH:7][CH2:6][C:5]1[CH:9]=[CH:10][C:2]([OH:1])=[CH:3][C:4]=1[C:11]([F:12])([F:13])[F:14], predict the reactants needed to synthesize it. The reactants are: [OH:1][C:2]1[CH:10]=[CH:9][C:5]([C:6](O)=[O:7])=[C:4]([C:11]([F:14])([F:13])[F:12])[CH:3]=1.CO. (8) Given the product [CH3:27][N:13]([CH2:14][CH2:15][CH2:16][CH2:17][CH2:18][NH:19][C:20](=[O:26])[O:21][C:22]([CH3:23])([CH3:25])[CH3:24])[S:10]([C:5]1[CH:6]=[CH:7][CH:8]=[CH:9][C:4]=1[N+:1]([O-:3])=[O:2])(=[O:12])=[O:11], predict the reactants needed to synthesize it. The reactants are: [N+:1]([C:4]1[CH:9]=[CH:8][CH:7]=[CH:6][C:5]=1[S:10]([NH:13][CH2:14][CH2:15][CH2:16][CH2:17][CH2:18][NH:19][C:20](=[O:26])[O:21][C:22]([CH3:25])([CH3:24])[CH3:23])(=[O:12])=[O:11])([O-:3])=[O:2].[C:27](=O)([O-])[O-].[K+].[K+].CI. (9) The reactants are: Br[C:2]1[C:3]([CH:23]([CH3:25])[CH3:24])=[N:4][C:5]([N:10]2[CH2:15][CH2:14][N:13]([C:16](=[O:21])[CH2:17][CH2:18][O:19][CH3:20])[C@H:12]([CH3:22])[CH2:11]2)=[C:6]([CH:9]=1)[C:7]#[N:8].C([O-])([O-])=O.[K+].[K+].[CH3:32][NH:33][CH2:34][CH2:35][NH:36][CH3:37].N1CCCCC1. Given the product [CH:23]1([C:3]2[C:2]([N:33]([CH3:32])[CH2:34][CH2:35][NH:36][CH3:37])=[CH:9][C:6]([C:7]#[N:8])=[C:5]([N:10]3[CH2:15][CH2:14][N:13]([C:16](=[O:21])[CH2:17][CH2:18][O:19][CH3:20])[C@H:12]([CH3:22])[CH2:11]3)[N:4]=2)[CH2:25][CH2:24]1, predict the reactants needed to synthesize it. (10) Given the product [NH:36]1[CH2:37][CH2:38][O:39][C@H:34]([CH2:33][N:31]2[CH:32]=[C:28]([NH:27][C:23]3[N:22]=[C:21]([N:18]4[CH2:17][CH2:16][N:15]([C:12]5[N:11]=[CH:10][C:9]([CH:7]([C:1]6[CH:6]=[CH:5][CH:4]=[CH:3][CH:2]=6)[CH3:8])=[CH:14][N:13]=5)[CH2:20][CH2:19]4)[N:26]=[CH:25][N:24]=3)[CH:29]=[N:30]2)[CH2:35]1, predict the reactants needed to synthesize it. The reactants are: [C:1]1([CH:7]([C:9]2[CH:10]=[N:11][C:12]([N:15]3[CH2:20][CH2:19][N:18]([C:21]4[N:26]=[CH:25][N:24]=[C:23]([NH:27][C:28]5[CH:29]=[N:30][N:31]([CH2:33][C@H:34]6[O:39][CH2:38][CH2:37][N:36](C(OC(C)(C)C)=O)[CH2:35]6)[CH:32]=5)[N:22]=4)[CH2:17][CH2:16]3)=[N:13][CH:14]=2)[CH3:8])[CH:6]=[CH:5][CH:4]=[CH:3][CH:2]=1.FC(F)(F)C(O)=O.